Predict the reaction yield, written as a fraction of the theoretical maximum amount of product (1.0 means a 100% yield; for example, 0.34 means a 34% yield). From a dataset of Reaction yield outcomes from USPTO patents with 853,638 reactions. The reactants are [CH2:1]([C:5]1([CH3:53])[CH2:10][CH2:9][N:8]([C:11]2[N:16]3[N:17]=[C:18]([C:20]4[S:21][C:22]([CH2:25][C:26]5[CH:31]=[CH:30][CH:29]=[CH:28][C:27]=5B5OC(C)(C)C(C)(C)O5)=[CH:23][N:24]=4)[CH:19]=[C:15]3[N:14]=[C:13]([CH3:41])[C:12]=2[C@H:42]([O:48][C:49]([CH3:52])([CH3:51])[CH3:50])[C:43]([O:45][CH2:46][CH3:47])=[O:44])[CH2:7][CH2:6]1)[CH2:2][CH:3]=[CH2:4].[OH:54]OS([O-])=O.[K+].S([O-])([O-])(=O)=S.[Na+].[Na+]. The catalyst is CC(C)=O. The product is [CH2:1]([C:5]1([CH3:53])[CH2:6][CH2:7][N:8]([C:11]2[N:16]3[N:17]=[C:18]([C:20]4[S:21][C:22]([CH2:25][C:26]5[CH:31]=[CH:30][CH:29]=[CH:28][C:27]=5[OH:54])=[CH:23][N:24]=4)[CH:19]=[C:15]3[N:14]=[C:13]([CH3:41])[C:12]=2[C@H:42]([O:48][C:49]([CH3:50])([CH3:52])[CH3:51])[C:43]([O:45][CH2:46][CH3:47])=[O:44])[CH2:9][CH2:10]1)[CH2:2][CH:3]=[CH2:4]. The yield is 0.900.